This data is from Catalyst prediction with 721,799 reactions and 888 catalyst types from USPTO. The task is: Predict which catalyst facilitates the given reaction. (1) Reactant: [NH2:1][C:2]1[CH:7]=[CH:6][CH:5]=[CH:4][CH:3]=1.[C:8](O[C:8]([C:10]([F:13])([F:12])[F:11])=[O:9])([C:10]([F:13])([F:12])[F:11])=[O:9]. Product: [F:11][C:10]([F:13])([F:12])[C:8]([NH:1][C:2]1[CH:7]=[CH:6][CH:5]=[CH:4][CH:3]=1)=[O:9]. The catalyst class is: 2. (2) Reactant: [CH3:1][N:2]([C@@H:10]([CH2:32][CH:33]([CH3:35])[CH3:34])[C:11](=[O:31])[NH:12][C@@H:13]1[C@@H:20]2[C@@H:16]([CH2:17][N:18]([C:21]3[CH:26]=[CH:25][CH:24]=[CH:23][C:22]=3[C:27]([F:30])([F:29])[F:28])[CH2:19]2)[CH2:15][CH2:14]1)C(=O)OC(C)(C)C.O1CCOCC1. Product: [CH3:1][NH:2][C@H:10]([C:11]([NH:12][C@@H:13]1[C@@H:20]2[C@@H:16]([CH2:17][N:18]([C:21]3[CH:26]=[CH:25][CH:24]=[CH:23][C:22]=3[C:27]([F:28])([F:30])[F:29])[CH2:19]2)[CH2:15][CH2:14]1)=[O:31])[CH2:32][CH:33]([CH3:35])[CH3:34]. The catalyst class is: 33. (3) Reactant: [CH2:1]([O:8][C:9](Cl)=[O:10])[C:2]1[CH:7]=[CH:6][CH:5]=[CH:4][CH:3]=1.[NH2:12][C:13]1[CH:14]=[C:15]([C:19]2[N:20]=[CH:21][N:22]([CH3:34])[C:23]=2[C:24]2[S:33][C:27]3[N:28]=[CH:29][N:30]=[C:31]([NH2:32])[C:26]=3[CH:25]=2)[CH:16]=[CH:17][CH:18]=1.N1C=CC=CC=1. Product: [CH2:1]([O:8][C:9](=[O:10])[NH:12][C:13]1[CH:18]=[CH:17][CH:16]=[C:15]([C:19]2[N:20]=[CH:21][N:22]([CH3:34])[C:23]=2[C:24]2[S:33][C:27]3[N:28]=[CH:29][N:30]=[C:31]([NH2:32])[C:26]=3[CH:25]=2)[CH:14]=1)[C:2]1[CH:7]=[CH:6][CH:5]=[CH:4][CH:3]=1. The catalyst class is: 1. (4) Reactant: [F:1][C:2]1[CH:3]=[C:4]([C:8]2[N:17]=[C:16]([O:18][CH:19]3[CH2:36][CH:35]4[CH:21]([C:22](=[O:42])[N:23]([CH3:41])[CH2:24][CH2:25][CH2:26][CH2:27][CH:28]=[CH:29][CH:30]5[C:32]([C:38]([OH:40])=O)([NH:33][C:34]4=[O:37])[CH2:31]5)[CH2:20]3)[C:15]3[C:10](=[C:11]([CH3:45])[C:12]([O:43][CH3:44])=[CH:13][CH:14]=3)[N:9]=2)[CH:5]=[CH:6][CH:7]=1.C1N=CN(C(N2C=NC=C2)=O)C=1.C[NH:59][S:60]([CH:63]1[CH2:65][CH2:64]1)(=[O:62])=[O:61].C1CCN2C(=NCCC2)CC1. Product: [F:1][C:2]1[CH:3]=[C:4]([C:8]2[N:17]=[C:16]([O:18][CH:19]3[CH2:36][CH:35]4[CH:21]([C:22](=[O:42])[N:23]([CH3:41])[CH2:24][CH2:25][CH2:26][CH2:27][CH:28]=[CH:29][CH:30]5[C:32]([C:38]([NH:59][S:60]([CH:63]([CH3:65])[CH3:64])(=[O:62])=[O:61])=[O:40])([NH:33][C:34]4=[O:37])[CH2:31]5)[CH2:20]3)[C:15]3[C:10](=[C:11]([CH3:45])[C:12]([O:43][CH3:44])=[CH:13][CH:14]=3)[N:9]=2)[CH:5]=[CH:6][CH:7]=1. The catalyst class is: 1.